From a dataset of Catalyst prediction with 721,799 reactions and 888 catalyst types from USPTO. Predict which catalyst facilitates the given reaction. (1) Reactant: O.O.[Sn](Cl)Cl.[CH3:6][N:7]1[C:11]2[CH:12]=[C:13]([N+:16]([O-])=O)[CH:14]=[CH:15][C:10]=2[N:9]=[C:8]1[CH3:19].C(Cl)(Cl)Cl.[OH-].[Na+]. Product: [CH3:6][N:7]1[C:11]2[CH:12]=[C:13]([NH2:16])[CH:14]=[CH:15][C:10]=2[N:9]=[C:8]1[CH3:19]. The catalyst class is: 33. (2) Reactant: [N:1]1[CH:6]=[CH:5][CH:4]=[CH:3][C:2]=1[CH2:7][NH:8][C:9]([C:11]1[C:12]([C:17]2[CH:22]=[CH:21][CH:20]=[CH:19][CH:18]=2)=[N:13][O:14][C:15]=1[CH3:16])=O.P(Cl)(Cl)(Cl)=O.C(=O)(O)[O-].[Na+]. Product: [CH3:16][C:15]1[O:14][N:13]=[C:12]([C:17]2[CH:22]=[CH:21][CH:20]=[CH:19][CH:18]=2)[C:11]=1[C:9]1[N:1]2[CH:6]=[CH:5][CH:4]=[CH:3][C:2]2=[CH:7][N:8]=1. The catalyst class is: 576. (3) Reactant: Cl[CH2:2][C:3]1[CH:28]=[CH:27][C:6]([C:7]([NH:9][C:10]2[S:11][C:12]3[C:18]([CH:19]4[CH2:24][CH2:23][CH2:22][CH2:21][CH2:20]4)=[CH:17][CH:16]=[C:15]([O:25][CH3:26])[C:13]=3[N:14]=2)=[O:8])=[CH:5][CH:4]=1.[CH3:29][O:30][CH2:31][CH2:32][NH:33][CH3:34]. Product: [CH:19]1([C:18]2[C:12]3[S:11][C:10]([NH:9][C:7](=[O:8])[C:6]4[CH:27]=[CH:28][C:3]([CH2:2][N:33]([CH2:32][CH2:31][O:30][CH3:29])[CH3:34])=[CH:4][CH:5]=4)=[N:14][C:13]=3[C:15]([O:25][CH3:26])=[CH:16][CH:17]=2)[CH2:24][CH2:23][CH2:22][CH2:21][CH2:20]1. The catalyst class is: 1. (4) Reactant: C[O:2][C:3](=O)[CH:4]([CH:15]1[CH2:20][CH2:19][N:18]([C:21]([O:23][C:24]([CH3:27])([CH3:26])[CH3:25])=[O:22])[CH2:17][CH2:16]1)[CH2:5][C:6]1[CH:11]=[CH:10][CH:9]=[CH:8][C:7]=1[N+:12]([O-])=O.C(O)(=O)C.[H][H]. Product: [O:2]=[C:3]1[CH:4]([CH:15]2[CH2:20][CH2:19][N:18]([C:21]([O:23][C:24]([CH3:27])([CH3:26])[CH3:25])=[O:22])[CH2:17][CH2:16]2)[CH2:5][C:6]2[C:7](=[CH:8][CH:9]=[CH:10][CH:11]=2)[NH:12]1. The catalyst class is: 407. (5) Reactant: N1C(Cl)=NC(Cl)=NC=1[Cl:3].CN(C)C=O.[Cl:15][C:16]1[C:17]([CH3:35])=[C:18]([C:27]2[CH:28]=[CH:29][C:30]([C:33]#[N:34])=[N:31][CH:32]=2)[C:19]([O:25][CH3:26])=[C:20]([CH:22](O)[CH3:23])[CH:21]=1. Product: [Cl:15][C:16]1[C:17]([CH3:35])=[C:18]([C:27]2[CH:28]=[CH:29][C:30]([C:33]#[N:34])=[N:31][CH:32]=2)[C:19]([O:25][CH3:26])=[C:20]([CH:22]([Cl:3])[CH3:23])[CH:21]=1. The catalyst class is: 2. (6) Reactant: [H-].[Na+].C1COCC1.[O:8]=[C:9]1[CH:15]([NH:16][C:17](=[O:23])[O:18][C:19]([CH3:22])([CH3:21])[CH3:20])[CH2:14][CH2:13][C:12]2[CH:24]=[CH:25][CH:26]=[CH:27][C:11]=2[NH:10]1.[F:28][C:29]1[CH:30]=[C:31]([CH:34]=[C:35]([F:37])[CH:36]=1)[CH2:32]Br. Product: [F:28][C:29]1[CH:30]=[C:31]([CH:34]=[C:35]([F:37])[CH:36]=1)[CH2:32][N:10]1[C:11]2[CH:27]=[CH:26][CH:25]=[CH:24][C:12]=2[CH2:13][CH2:14][CH:15]([NH:16][C:17](=[O:23])[O:18][C:19]([CH3:21])([CH3:22])[CH3:20])[C:9]1=[O:8]. The catalyst class is: 25.